From a dataset of NCI-60 drug combinations with 297,098 pairs across 59 cell lines. Regression. Given two drug SMILES strings and cell line genomic features, predict the synergy score measuring deviation from expected non-interaction effect. (1) Drug 1: CC1=C(C(CCC1)(C)C)C=CC(=CC=CC(=CC(=O)O)C)C. Drug 2: CC1=C(C=C(C=C1)NC(=O)C2=CC=C(C=C2)CN3CCN(CC3)C)NC4=NC=CC(=N4)C5=CN=CC=C5. Cell line: K-562. Synergy scores: CSS=53.7, Synergy_ZIP=-0.0824, Synergy_Bliss=0.666, Synergy_Loewe=-20.4, Synergy_HSA=2.57. (2) Drug 1: C1=NC2=C(N=C(N=C2N1C3C(C(C(O3)CO)O)F)Cl)N. Drug 2: COC1=C2C(=CC3=C1OC=C3)C=CC(=O)O2. Cell line: HOP-62. Synergy scores: CSS=21.5, Synergy_ZIP=5.22, Synergy_Bliss=11.2, Synergy_Loewe=-4.79, Synergy_HSA=7.87. (3) Drug 1: C(CN)CNCCSP(=O)(O)O. Drug 2: CCC1(C2=C(COC1=O)C(=O)N3CC4=CC5=C(C=CC(=C5CN(C)C)O)N=C4C3=C2)O.Cl. Cell line: SK-OV-3. Synergy scores: CSS=8.89, Synergy_ZIP=-4.01, Synergy_Bliss=0.0720, Synergy_Loewe=-38.2, Synergy_HSA=-9.08. (4) Drug 1: CCCS(=O)(=O)NC1=C(C(=C(C=C1)F)C(=O)C2=CNC3=C2C=C(C=N3)C4=CC=C(C=C4)Cl)F. Drug 2: CC1=C(C=C(C=C1)NC2=NC=CC(=N2)N(C)C3=CC4=NN(C(=C4C=C3)C)C)S(=O)(=O)N.Cl. Cell line: OVCAR-4. Synergy scores: CSS=8.66, Synergy_ZIP=0.182, Synergy_Bliss=9.14, Synergy_Loewe=6.23, Synergy_HSA=6.74. (5) Drug 1: CC1=C2C(C(=O)C3(C(CC4C(C3C(C(C2(C)C)(CC1OC(=O)C(C(C5=CC=CC=C5)NC(=O)OC(C)(C)C)O)O)OC(=O)C6=CC=CC=C6)(CO4)OC(=O)C)OC)C)OC. Drug 2: CN1C(=O)N2C=NC(=C2N=N1)C(=O)N. Cell line: HL-60(TB). Synergy scores: CSS=52.2, Synergy_ZIP=3.05, Synergy_Bliss=0.870, Synergy_Loewe=-48.8, Synergy_HSA=-2.33. (6) Drug 1: C1CC(=O)NC(=O)C1N2CC3=C(C2=O)C=CC=C3N. Drug 2: COCCOC1=C(C=C2C(=C1)C(=NC=N2)NC3=CC=CC(=C3)C#C)OCCOC.Cl. Cell line: HT29. Synergy scores: CSS=9.48, Synergy_ZIP=2.06, Synergy_Bliss=5.22, Synergy_Loewe=3.73, Synergy_HSA=2.56. (7) Drug 1: C1C(C(OC1N2C=NC3=C(N=C(N=C32)Cl)N)CO)O. Drug 2: B(C(CC(C)C)NC(=O)C(CC1=CC=CC=C1)NC(=O)C2=NC=CN=C2)(O)O. Cell line: UACC-257. Synergy scores: CSS=30.9, Synergy_ZIP=-2.94, Synergy_Bliss=-3.39, Synergy_Loewe=-11.5, Synergy_HSA=-2.07.